This data is from NCI-60 drug combinations with 297,098 pairs across 59 cell lines. The task is: Regression. Given two drug SMILES strings and cell line genomic features, predict the synergy score measuring deviation from expected non-interaction effect. (1) Drug 1: CC(C1=C(C=CC(=C1Cl)F)Cl)OC2=C(N=CC(=C2)C3=CN(N=C3)C4CCNCC4)N. Drug 2: C1=CC(=C2C(=C1NCCNCCO)C(=O)C3=C(C=CC(=C3C2=O)O)O)NCCNCCO. Cell line: SK-MEL-2. Synergy scores: CSS=60.6, Synergy_ZIP=14.2, Synergy_Bliss=16.7, Synergy_Loewe=-5.34, Synergy_HSA=15.9. (2) Drug 1: CN1CCC(CC1)COC2=C(C=C3C(=C2)N=CN=C3NC4=C(C=C(C=C4)Br)F)OC. Drug 2: CC1=C(C(CCC1)(C)C)C=CC(=CC=CC(=CC(=O)O)C)C. Cell line: NCI/ADR-RES. Synergy scores: CSS=4.25, Synergy_ZIP=-0.558, Synergy_Bliss=1.11, Synergy_Loewe=-3.52, Synergy_HSA=-1.12. (3) Drug 2: C1CCC(C(C1)N)N.C(=O)(C(=O)[O-])[O-].[Pt+4]. Synergy scores: CSS=0.571, Synergy_ZIP=-1.45, Synergy_Bliss=-1.22, Synergy_Loewe=-6.09, Synergy_HSA=-1.66. Drug 1: CCCCCOC(=O)NC1=NC(=O)N(C=C1F)C2C(C(C(O2)C)O)O. Cell line: UACC-257. (4) Drug 1: C1=CC(=CC=C1CCC2=CNC3=C2C(=O)NC(=N3)N)C(=O)NC(CCC(=O)O)C(=O)O. Drug 2: C1CCC(CC1)NC(=O)N(CCCl)N=O. Cell line: K-562. Synergy scores: CSS=44.6, Synergy_ZIP=-1.18, Synergy_Bliss=-3.04, Synergy_Loewe=-0.865, Synergy_HSA=2.27. (5) Drug 1: CCC1(CC2CC(C3=C(CCN(C2)C1)C4=CC=CC=C4N3)(C5=C(C=C6C(=C5)C78CCN9C7C(C=CC9)(C(C(C8N6C=O)(C(=O)OC)O)OC(=O)C)CC)OC)C(=O)OC)O.OS(=O)(=O)O. Drug 2: CCC(=C(C1=CC=CC=C1)C2=CC=C(C=C2)OCCN(C)C)C3=CC=CC=C3.C(C(=O)O)C(CC(=O)O)(C(=O)O)O. Cell line: HCT-15. Synergy scores: CSS=25.2, Synergy_ZIP=0.121, Synergy_Bliss=3.22, Synergy_Loewe=8.23, Synergy_HSA=6.76. (6) Drug 1: C1=CC(=CC=C1C#N)C(C2=CC=C(C=C2)C#N)N3C=NC=N3. Drug 2: C1CC(C1)(C(=O)O)C(=O)O.[NH2-].[NH2-].[Pt+2]. Cell line: OVCAR-4. Synergy scores: CSS=1.66, Synergy_ZIP=-0.0561, Synergy_Bliss=0.00366, Synergy_Loewe=-1.18, Synergy_HSA=-1.41. (7) Drug 1: CC12CCC3C(C1CCC2=O)CC(=C)C4=CC(=O)C=CC34C. Drug 2: CC12CCC3C(C1CCC2OP(=O)(O)O)CCC4=C3C=CC(=C4)OC(=O)N(CCCl)CCCl.[Na+]. Cell line: OVCAR-8. Synergy scores: CSS=5.49, Synergy_ZIP=-16.0, Synergy_Bliss=-30.7, Synergy_Loewe=-52.4, Synergy_HSA=-29.9. (8) Drug 1: C1CCN(CC1)CCOC2=CC=C(C=C2)C(=O)C3=C(SC4=C3C=CC(=C4)O)C5=CC=C(C=C5)O. Drug 2: C1=NC2=C(N=C(N=C2N1C3C(C(C(O3)CO)O)O)F)N. Cell line: K-562. Synergy scores: CSS=1.46, Synergy_ZIP=1.45, Synergy_Bliss=2.64, Synergy_Loewe=0.732, Synergy_HSA=1.53.